This data is from Catalyst prediction with 721,799 reactions and 888 catalyst types from USPTO. The task is: Predict which catalyst facilitates the given reaction. (1) Reactant: [CH:1]1[C:6]2[C:7]3[C:16]([C:17]4[C:22]([C:5]=2[CH:4]=[CH:3][CH:2]=1)=[CH:21][CH:20]=[CH:19][CH:18]=4)=[CH:15][CH:14]=[C:13]1[C:8]=3[CH:9]=[CH:10][CH:11]=[CH:12]1.CN(C)C=O.[Br:28]N1C(=O)CCC1=O. Product: [Br:28][C:14]1[CH:15]=[C:16]2[C:7](=[C:8]3[C:13]=1[CH:12]=[CH:11][CH:10]=[CH:9]3)[C:6]1[CH:1]=[CH:2][CH:3]=[CH:4][C:5]=1[C:22]1[C:17]2=[CH:18][CH:19]=[CH:20][CH:21]=1. The catalyst class is: 6. (2) Reactant: [CH3:1][O:2][C:3]1[C:12]2[N:11]=[N:10][C:9]3=[C:13]([CH3:23])[N:14]=[C:15]([C:16]4[CH:21]=[CH:20][N:19]=[CH:18][C:17]=4[CH3:22])[N:8]3[C:7]=2[CH:6]=[C:5]([OH:24])[CH:4]=1.C(=O)([O-])[O-].[K+].[K+].CN(C=O)C.Cl[C:37]([F:42])([F:41])C([O-])=O.[Na+]. The catalyst class is: 69. Product: [F:41][CH:37]([F:42])[O:24][C:5]1[CH:4]=[C:3]([O:2][CH3:1])[C:12]2[N:11]=[N:10][C:9]3=[C:13]([CH3:23])[N:14]=[C:15]([C:16]4[CH:21]=[CH:20][N:19]=[CH:18][C:17]=4[CH3:22])[N:8]3[C:7]=2[CH:6]=1.